Dataset: Forward reaction prediction with 1.9M reactions from USPTO patents (1976-2016). Task: Predict the product of the given reaction. (1) Given the reactants [Cl:1][C:2]1[CH:7]=[CH:6][C:5]([O:8][CH3:9])=[CH:4][C:3]=1[NH:10][CH2:11][CH2:12][C:13]1[CH:18]=[CH:17][C:16]([C:19]([F:22])([F:21])[F:20])=[CH:15][CH:14]=1.C(OC([NH:30][CH:31]([C:35]1[CH:40]=[CH:39][CH:38]=[CH:37][CH:36]=1)[C:32](O)=[O:33])=O)(C)(C)C, predict the reaction product. The product is: [NH2:30][CH:31]([C:35]1[CH:40]=[CH:39][CH:38]=[CH:37][CH:36]=1)[C:32]([N:10]([C:3]1[CH:4]=[C:5]([O:8][CH3:9])[CH:6]=[CH:7][C:2]=1[Cl:1])[CH2:11][CH2:12][C:13]1[CH:18]=[CH:17][C:16]([C:19]([F:21])([F:20])[F:22])=[CH:15][CH:14]=1)=[O:33]. (2) Given the reactants C([O:4][C@@H:5]1[C@H:9]([O:10]C(=O)C)[C@@H:8]([CH3:14])[O:7][C@H:6]1[N:15]1[CH:22]=[C:21]([F:23])[C:19]([NH2:20])=[N:18][C:16]1=[O:17])(=O)C.N1C=CC=CC=1.[CH2:30]([O:35][C:36](Cl)=[O:37])[CH2:31][CH2:32][CH2:33][CH3:34].[OH-].[Na+].C(O)(=O)CC(CC(O)=O)(C(O)=O)O, predict the reaction product. The product is: [CH3:34][CH2:33][CH2:32][CH2:31][CH2:30][O:35][C:36]([NH:20][C:19]1[C:21]([F:23])=[CH:22][N:15]([C@@H:6]2[O:7][C@H:8]([CH3:14])[C@@H:9]([OH:10])[C@H:5]2[OH:4])[C:16](=[O:17])[N:18]=1)=[O:37]. (3) Given the reactants [Cl:1][C:2]1[CH:27]=[CH:26][C:5]([C:6]([NH:8][CH:9]([C:20]2[CH:25]=[CH:24][CH:23]=[CH:22][CH:21]=2)[CH2:10][CH2:11][NH:12]C(=O)OC(C)(C)C)=[O:7])=[CH:4][C:3]=1[NH:28][C:29]([C:31]1[C:50](=[O:51])[NH:49][C:34]2[N:35]=[C:36]([NH:39][CH2:40][CH2:41][N:42]3[CH2:47][CH2:46][N:45]([CH3:48])[CH2:44][CH2:43]3)[N:37]=[CH:38][C:33]=2[CH:32]=1)=[O:30].Cl, predict the reaction product. The product is: [ClH:1].[NH2:12][CH2:11][CH2:10][CH:9]([NH:8][C:6]([C:5]1[CH:26]=[CH:27][C:2]([Cl:1])=[C:3]([NH:28][C:29]([C:31]2[C:50](=[O:51])[NH:49][C:34]3[N:35]=[C:36]([NH:39][CH2:40][CH2:41][N:42]4[CH2:43][CH2:44][N:45]([CH3:48])[CH2:46][CH2:47]4)[N:37]=[CH:38][C:33]=3[CH:32]=2)=[O:30])[CH:4]=1)=[O:7])[C:20]1[CH:21]=[CH:22][CH:23]=[CH:24][CH:25]=1. (4) Given the reactants [Cl:1][C:2]1[CH:3]=[C:4]([OH:11])[C:5](=[C:8]([Cl:10])[CH:9]=1)[CH:6]=[O:7].C([O-])([O-])=O.[Cs+].[Cs+].Br[CH2:19][CH2:20][O:21][C:22](=[O:24])[CH3:23], predict the reaction product. The product is: [C:22]([O:21][CH2:20][CH2:19][O:11][C:4]1[CH:3]=[C:2]([Cl:1])[CH:9]=[C:8]([Cl:10])[C:5]=1[CH:6]=[O:7])(=[O:24])[CH3:23]. (5) Given the reactants Br[C:2]1[CH:10]=[C:9]([Cl:11])[C:8]([O:12][CH3:13])=[CH:7][C:3]=1[C:4]([OH:6])=[O:5].[Li]CCCC.[C:19]([C:21]1[CH:22]=[C:23]([CH:30]=[CH:31][CH:32]=1)[C:24](N(OC)C)=[O:25])#[N:20].Cl, predict the reaction product. The product is: [Cl:11][C:9]1[C:8]([O:12][CH3:13])=[CH:7][C:3]([C:4]([OH:6])=[O:5])=[C:2]([C:24](=[O:25])[C:23]2[CH:30]=[CH:31][CH:32]=[C:21]([C:19]#[N:20])[CH:22]=2)[CH:10]=1. (6) Given the reactants O.[NH2:2][NH2:3].[Br:4][C:5]1[CH:10]=[CH:9][C:8]([F:11])=[CH:7][C:6]=1[CH2:12][N:13]=[C:14]=[S:15], predict the reaction product. The product is: [Br:4][C:5]1[CH:10]=[CH:9][C:8]([F:11])=[CH:7][C:6]=1[CH2:12][NH:13][C:14]([NH:2][NH2:3])=[S:15]. (7) The product is: [F:1][C:2]1[CH:7]=[CH:6][CH:5]=[CH:4][C:3]=1[C:8]1[CH:12]=[CH:11][N:10]([CH3:15])[N:9]=1. Given the reactants [F:1][C:2]1[CH:7]=[CH:6][CH:5]=[CH:4][C:3]=1[C:8]1[CH:12]=[CH:11][NH:10][N:9]=1.[H-].[Na+].[CH3:15]I, predict the reaction product.